From a dataset of Forward reaction prediction with 1.9M reactions from USPTO patents (1976-2016). Predict the product of the given reaction. Given the reactants [OH:1][CH:2]1[C:6]([CH3:8])([CH3:7])[CH2:5]C[C:3]1=[O:9].[CH:10]1([NH2:16])[CH2:15][CH2:14][CH2:13][CH2:12][CH2:11]1.O.C1(C)C(S(O)(=O)=[O:25])=CC=CC=1, predict the reaction product. The product is: [CH:10]1([NH:16][C:3](=[O:9])[CH:2]([OH:1])[C:6]([CH3:7])([CH3:8])[CH2:5][OH:25])[CH2:15][CH2:14][CH2:13][CH2:12][CH2:11]1.